From a dataset of Catalyst prediction with 721,799 reactions and 888 catalyst types from USPTO. Predict which catalyst facilitates the given reaction. (1) Reactant: [C:1]([O:5][C:6]([NH:8][CH2:9][C@H:10]1[CH2:15][CH2:14][C@H:13]([C:16]([NH:18][C@H:19]([C:37]([NH:39][C:40]2[CH:48]=[C:47]3[C:43]([CH:44]=[N:45][NH:46]3)=[CH:42][CH:41]=2)=[O:38])[CH2:20][C:21]2[CH:26]=[CH:25][C:24]([C:27]3[CH:32]=[CH:31][C:30]([C:33](O)=[O:34])=[CH:29][C:28]=3[CH3:36])=[CH:23][CH:22]=2)=[O:17])[CH2:12][CH2:11]1)=[O:7])([CH3:4])([CH3:3])[CH3:2].[NH2:49][CH:50]1[CH2:55][CH2:54][CH2:53][NH:52][C:51]1=[O:56].C(N(CC)C(C)C)(C)C.C(P1(=O)OP(=O)(CCC)OP(=O)(CCC)O1)CC. Product: [NH:46]1[C:47]2[C:43](=[CH:42][CH:41]=[C:40]([NH:39][C:37](=[O:38])[C@@H:19]([NH:18][C:16]([C@H:13]3[CH2:14][CH2:15][C@H:10]([CH2:9][NH:8][C:6](=[O:7])[O:5][C:1]([CH3:4])([CH3:2])[CH3:3])[CH2:11][CH2:12]3)=[O:17])[CH2:20][C:21]3[CH:26]=[CH:25][C:24]([C:27]4[CH:32]=[CH:31][C:30]([C:33](=[O:34])[NH:49][CH:50]5[CH2:55][CH2:54][CH2:53][NH:52][C:51]5=[O:56])=[CH:29][C:28]=4[CH3:36])=[CH:23][CH:22]=3)[CH:48]=2)[CH:44]=[N:45]1. The catalyst class is: 399. (2) Reactant: [CH:1](=[O:10])[C:2]1[C:3]([O:8][CH3:9])=[CH:4][CH:5]=[CH:6][CH:7]=1.[CH:11]1([Mg]Br)[CH2:13][CH2:12]1.O1CCCC1.[Cl-].[NH4+]. Product: [CH:11]1([CH:1]([C:2]2[CH:7]=[CH:6][CH:5]=[CH:4][C:3]=2[O:8][CH3:9])[OH:10])[CH2:13][CH2:12]1. The catalyst class is: 7. (3) Reactant: Cl[C:2]1[CH:12]=[CH:11][C:5]([C:6]([N:8]([CH3:10])[CH3:9])=[O:7])=[CH:4][N:3]=1.CN(C=O)C.[N-:18]=[N+:19]=[N-:20].[Na+]. Product: [N:18]([C:2]1[CH:12]=[CH:11][C:5]([C:6]([N:8]([CH3:10])[CH3:9])=[O:7])=[CH:4][N:3]=1)=[N+:19]=[N-:20]. The catalyst class is: 6. (4) Reactant: [CH3:1][O:2][CH2:3][O:4][C:5]1[CH:10]=[CH:9][CH:8]=[C:7]([O:11][CH2:12][O:13][CH3:14])[CH:6]=1.[Li]CCCC.CCCCCC.Cl[C:27](=[O:33])[C:28]([O:30][CH2:31][CH3:32])=[O:29]. Product: [CH3:14][O:13][CH2:12][O:11][C:7]1[CH:8]=[CH:9][CH:10]=[C:5]([O:4][CH2:3][O:2][CH3:1])[C:6]=1[C:27](=[O:33])[C:28]([O:30][CH2:31][CH3:32])=[O:29]. The catalyst class is: 7. (5) Reactant: C1(C)C=CC=CC=1.C1(C)C=CC(S(O)(=O)=O)=CC=1.[C:19]12([OH:29])[CH2:28][CH:23]3[CH2:24][CH:25]([CH2:27][CH:21]([CH2:22]3)[CH2:20]1)[CH2:26]2.[C:30](O)(=[O:34])[C:31]([CH3:33])=[CH2:32]. Product: [C:30]([O:29][C:19]12[CH2:26][CH:25]3[CH2:24][CH:23]([CH2:22][CH:21]([CH2:27]3)[CH2:20]1)[CH2:28]2)(=[O:34])[C:31]([CH3:33])=[CH2:32]. The catalyst class is: 6. (6) Reactant: [F:1][C:2]1[CH:7]=[CH:6][CH:5]=[CH:4][C:3]=1[C:8]1[CH:13]=[C:12]([CH3:14])[C:11]([N+:15]([O-:17])=[O:16])=[CH:10][N:9]=1.CO[CH:20](OC)[N:21]([CH3:23])[CH3:22]. Product: [F:1][C:2]1[CH:7]=[CH:6][CH:5]=[CH:4][C:3]=1[C:8]1[CH:13]=[C:12]([CH:14]=[CH:20][N:21]([CH3:23])[CH3:22])[C:11]([N+:15]([O-:17])=[O:16])=[CH:10][N:9]=1. The catalyst class is: 3. (7) Reactant: [OH:1][CH2:2][CH2:3][CH2:4][NH:5][C:6](=[O:28])[CH2:7][CH2:8]/[CH:9]=[CH:10]\[CH2:11]/[CH:12]=[CH:13]\[CH2:14]/[CH:15]=[CH:16]\[CH2:17]/[CH:18]=[CH:19]\[CH2:20]/[CH:21]=[CH:22]\[CH2:23]/[CH:24]=[CH:25]\[CH2:26][CH3:27].N1C=CC=CC=1.[Cl:35][C:36](Cl)([O:38]C(=O)OC(Cl)(Cl)Cl)Cl. Product: [C:36]([Cl:35])(=[O:38])[O:1][CH2:2][CH2:3][CH2:4][NH:5][C:6](=[O:28])[CH2:7][CH2:8]/[CH:9]=[CH:10]\[CH2:11]/[CH:12]=[CH:13]\[CH2:14]/[CH:15]=[CH:16]\[CH2:17]/[CH:18]=[CH:19]\[CH2:20]/[CH:21]=[CH:22]\[CH2:23]/[CH:24]=[CH:25]\[CH2:26][CH3:27]. The catalyst class is: 2. (8) Reactant: [Br:1][CH2:2][C:3](OC)=O.C(N(CC)CC)C.P(Br)(Br)(Br)=O.[N:19]1C(=O)C[N:22]2[CH:31]=[CH:30][C:29]3[C:24](=[CH:25][CH:26]=[CH:27][CH:28]=3)[C:23]=12.[OH-].[Na+]. Product: [Br:1][C:2]1[N:19]=[C:23]2[C:24]3[C:29](=[CH:28][CH:27]=[CH:26][CH:25]=3)[CH:30]=[CH:31][N:22]2[CH:3]=1. The catalyst class is: 234.